Dataset: Reaction yield outcomes from USPTO patents with 853,638 reactions. Task: Predict the reaction yield, written as a fraction of the theoretical maximum amount of product (1.0 means a 100% yield; for example, 0.34 means a 34% yield). (1) The reactants are [NH2:1][C:2]1[CH:3]=[N:4][CH:5]=[C:6]([Br:8])[CH:7]=1.[CH3:9][N:10]([CH3:14])[C:11](Cl)=[O:12]. The catalyst is N1C=CC=CC=1. The product is [Br:8][C:6]1[CH:7]=[C:2]([NH:1][C:11](=[O:12])[N:10]([CH3:14])[CH3:9])[CH:3]=[N:4][CH:5]=1. The yield is 0.880. (2) The reactants are [CH3:1][O:2][C:3]1[CH:4]=[C:5]2[C:10](=[CH:11][C:12]=1[O:13][CH3:14])[NH:9][CH:8]=[C:7]([C:15]#[N:16])[C:6]2=O.O=P(Cl)(Cl)[Cl:20].C([O-])([O-])=O.[K+].[K+]. The catalyst is C(Cl)Cl. The product is [Cl:20][C:6]1[C:5]2[C:10](=[CH:11][C:12]([O:13][CH3:14])=[C:3]([O:2][CH3:1])[CH:4]=2)[N:9]=[CH:8][C:7]=1[C:15]#[N:16]. The yield is 0.920. (3) The reactants are [O:1]=[C:2]1[CH2:11][CH2:10][C:9]2[C:4](=[CH:5][CH:6]=[C:7]([C:12]3[CH:17]=[CH:16][C:15]([C:18]([F:21])([F:20])[F:19])=[CH:14][CH:13]=3)[CH:8]=2)[N:3]1[CH2:22][C:23]#[N:24].[N:25]([Si](C)(C)C)=[N+:26]=[N-:27].C([Sn](=O)CCCC)CCC.CN(C)C=O. The catalyst is C(OCC)(=O)C.C(OCC)C. The product is [N:24]1[NH:25][N:26]=[N:27][C:23]=1[CH2:22][N:3]1[C:4]2[C:9](=[CH:8][C:7]([C:12]3[CH:17]=[CH:16][C:15]([C:18]([F:20])([F:19])[F:21])=[CH:14][CH:13]=3)=[CH:6][CH:5]=2)[CH2:10][CH2:11][C:2]1=[O:1]. The yield is 0.800. (4) The reactants are [Cl:1][C:2]1[C:11]2[C:6](=[C:7]([S:14]([N:17]3[CH2:23][CH2:22][CH2:21][NH:20][CH2:19][CH2:18]3)(=[O:16])=[O:15])[C:8]([O:12][CH3:13])=[CH:9][CH:10]=2)[CH:5]=[CH:4][N:3]=1.Cl. The catalyst is C(Cl)Cl.CCOCC. The product is [ClH:1].[Cl:1][C:2]1[C:11]2[C:6](=[C:7]([S:14]([N:17]3[CH2:23][CH2:22][CH2:21][NH:20][CH2:19][CH2:18]3)(=[O:16])=[O:15])[C:8]([O:12][CH3:13])=[CH:9][CH:10]=2)[CH:5]=[CH:4][N:3]=1. The yield is 0.990. (5) The reactants are O.[NH2:2][NH2:3].[C:4]([CH:7]1[C:12](=[O:13])[CH2:11][CH2:10][CH2:9][C:8]1=O)(=O)[CH3:5]. The catalyst is CCO. The product is [CH3:5][C:4]1[C:7]2[C:12](=[O:13])[CH2:11][CH2:10][CH2:9][C:8]=2[NH:3][N:2]=1. The yield is 0.230. (6) The reactants are [CH2:1]([N:5]([CH2:14][CH2:15][CH2:16][CH3:17])[C:6]1[CH:11]=[CH:10][C:9]([NH2:12])=[CH:8][C:7]=1[F:13])[CH2:2][CH2:3][CH3:4].C[Al](C)C.[NH:22](/[C:26](/[CH3:32])=[CH:27]\[C:28](OC)=[O:29])[C:23]([CH3:25])=O. The catalyst is C(Cl)Cl. The product is [CH2:1]([N:5]([CH2:14][CH2:15][CH2:16][CH3:17])[C:6]1[CH:11]=[CH:10][C:9]([N:12]2[C:28](=[O:29])[CH:27]=[C:26]([CH3:32])[N:22]=[C:23]2[CH3:25])=[CH:8][C:7]=1[F:13])[CH2:2][CH2:3][CH3:4]. The yield is 0.500.